The task is: Predict the reactants needed to synthesize the given product.. This data is from Full USPTO retrosynthesis dataset with 1.9M reactions from patents (1976-2016). (1) Given the product [C:21]([C:12]1[CH:11]([C:8]2[CH:9]=[C:10]3[C:5](=[CH:6][CH:7]=2)[N:4]([C:23]([O:25][C:26]([CH3:29])([CH3:28])[CH3:27])=[O:24])[N:3]=[C:2]3[NH:1][S:33]([CH2:30][CH2:31][CH3:32])(=[O:35])=[O:34])[C:16]([C:17]#[N:18])=[C:15]([CH3:19])[NH:14][C:13]=1[CH3:20])#[N:22], predict the reactants needed to synthesize it. The reactants are: [NH2:1][C:2]1[C:10]2[C:5](=[CH:6][CH:7]=[C:8]([CH:11]3[C:16]([C:17]#[N:18])=[C:15]([CH3:19])[NH:14][C:13]([CH3:20])=[C:12]3[C:21]#[N:22])[CH:9]=2)[N:4]([C:23]([O:25][C:26]([CH3:29])([CH3:28])[CH3:27])=[O:24])[N:3]=1.[CH2:30]([S:33](Cl)(=[O:35])=[O:34])[CH2:31][CH3:32].C(N(CC)CC)C. (2) The reactants are: [CH3:1][N:2]1[C:6]([C:7]2[C:16]3[C:11](=[CH:12][CH:13]=[CH:14][CH:15]=3)[CH:10]=[CH:9][CH:8]=2)=[C:5]([S:17][CH2:18][C:19]([O:21]CC)=[O:20])[N:4]=[CH:3]1.[OH-].[Na+]. Given the product [CH3:1][N:2]1[C:6]([C:7]2[C:16]3[C:11](=[CH:12][CH:13]=[CH:14][CH:15]=3)[CH:10]=[CH:9][CH:8]=2)=[C:5]([S:17][CH2:18][C:19]([OH:21])=[O:20])[N:4]=[CH:3]1, predict the reactants needed to synthesize it. (3) Given the product [CH2:51]([N:50]([CH2:53][CH3:54])[C:48](=[O:49])[CH2:47][NH:5][C@:6]12[CH2:40][CH2:39][C@@H:38]([C:41]([CH3:43])=[CH2:42])[C@@H:7]1[C@@H:8]1[C@@:21]([CH3:24])([CH2:22][CH2:23]2)[C@@:20]2([CH3:25])[C@@H:11]([C@:12]3([CH3:37])[C@@H:17]([CH2:18][CH2:19]2)[C:16]([CH3:27])([CH3:26])[C:15]([C:28]2[CH:29]=[CH:30][C:31]([C:32]([OH:34])=[O:33])=[CH:35][CH:36]=2)=[CH:14][CH2:13]3)[CH2:10][CH2:9]1)[CH3:52], predict the reactants needed to synthesize it. The reactants are: CN(C)C(=O)C[NH:5][C@:6]12[CH2:40][CH2:39][C@@H:38]([C:41]([CH3:43])=[CH2:42])[C@@H:7]1[C@@H:8]1[C@@:21]([CH3:24])([CH2:22][CH2:23]2)[C@@:20]2([CH3:25])[C@@H:11]([C@:12]3([CH3:37])[C@@H:17]([CH2:18][CH2:19]2)[C:16]([CH3:27])([CH3:26])[C:15]([C:28]2[CH:36]=[CH:35][C:31]([C:32]([OH:34])=[O:33])=[CH:30][CH:29]=2)=[CH:14][CH2:13]3)[CH2:10][CH2:9]1.Cl[CH2:47][C:48]([N:50]([CH2:53][CH3:54])[CH2:51][CH3:52])=[O:49]. (4) Given the product [O:3]=[C:1]1[NH:2][C:11]([C:13]2[O:14][C:15]3[C:21]([C:22]([O:24][CH3:25])=[O:23])=[CH:20][CH:19]=[CH:18][C:16]=3[CH:17]=2)=[N:10][C:5]2[CH:6]=[N:7][CH:8]=[CH:9][C:4]1=2, predict the reactants needed to synthesize it. The reactants are: [C:1]([C:4]1[CH:9]=[CH:8][N:7]=[CH:6][C:5]=1[NH:10][C:11]([C:13]1[O:14][C:15]2[C:21]([C:22]([O:24][CH3:25])=[O:23])=[CH:20][CH:19]=[CH:18][C:16]=2[CH:17]=1)=O)(=[O:3])[NH2:2].CC(C)([O-])C.[Na+].Cl. (5) The reactants are: [OH-].[Na+].[F:3][C:4]1[CH:5]=[CH:6][CH:7]=[C:8]2[C:13]=1[N:12]=[C:11]([N:14]1[CH2:19][CH2:18][N:17]([C:20]3[CH:25]=[CH:24][CH:23]=[C:22]([O:26][CH3:27])[CH:21]=3)[CH2:16][CH2:15]1)[N:10]([C:28]1[CH:33]=[C:32]([C:34]([F:37])([F:36])[F:35])[CH:31]=[CH:30][C:29]=1[O:38][CH3:39])[CH:9]2[CH2:40][C:41]([O:43]C)=[O:42]. Given the product [F:3][C:4]1[CH:5]=[CH:6][CH:7]=[C:8]2[C:13]=1[N:12]=[C:11]([N:14]1[CH2:15][CH2:16][N:17]([C:20]3[CH:25]=[CH:24][CH:23]=[C:22]([O:26][CH3:27])[CH:21]=3)[CH2:18][CH2:19]1)[N:10]([C:28]1[CH:33]=[C:32]([C:34]([F:37])([F:36])[F:35])[CH:31]=[CH:30][C:29]=1[O:38][CH3:39])[CH:9]2[CH2:40][C:41]([OH:43])=[O:42], predict the reactants needed to synthesize it. (6) Given the product [F:15][C:5]1[CH:4]=[C:3]([CH2:2][C:17]2[O:16][CH:20]=[CH:19][CH:18]=2)[CH:8]=[CH:7][C:6]=1[CH:9]([CH3:14])[C:10]([OH:12])=[O:11], predict the reactants needed to synthesize it. The reactants are: Br[CH2:2][C:3]1[CH:8]=[CH:7][C:6]([CH:9]([CH3:14])[C:10]([O:12]C)=[O:11])=[C:5]([F:15])[CH:4]=1.[O:16]1[CH:20]=[CH:19][CH:18]=[C:17]1B(O)O.C(=O)([O-])[O-].[Na+].[Na+].CCOCC. (7) Given the product [CH3:16][N:20]([CH3:19])[C:2]1[CH:3]=[C:4]([CH:8]=[C:9]([C:11]([O:13][CH2:14][CH3:15])=[O:12])[CH:10]=1)[C:5]([OH:7])=[O:6], predict the reactants needed to synthesize it. The reactants are: N[C:2]1[CH:3]=[C:4]([CH:8]=[C:9]([C:11]([O:13][CH2:14][CH3:15])=[O:12])[CH:10]=1)[C:5]([OH:7])=[O:6].[CH2:16]=O.[BH3-][C:19]#[N:20].[Na+].